From a dataset of Catalyst prediction with 721,799 reactions and 888 catalyst types from USPTO. Predict which catalyst facilitates the given reaction. Product: [F:1][C:2]1[CH:3]=[C:4]([CH2:13][C:14]([N:20]2[CH2:21][CH2:22][N:17]([CH2:23][CH2:24][C:25]3[CH:34]=[CH:33][C:28]4[C:29](=[O:32])[O:30][CH2:31][C:27]=4[CH:26]=3)[CH2:18][CH2:19]2)=[O:16])[CH:5]=[CH:6][C:7]=1[N:8]1[CH:12]=[N:11][N:10]=[N:9]1. Reactant: [F:1][C:2]1[CH:3]=[C:4]([CH2:13][C:14]([OH:16])=O)[CH:5]=[CH:6][C:7]=1[N:8]1[CH:12]=[N:11][N:10]=[N:9]1.[N:17]1([CH2:23][CH2:24][C:25]2[CH:34]=[CH:33][C:28]3[C:29](=[O:32])[O:30][CH2:31][C:27]=3[CH:26]=2)[CH2:22][CH2:21][NH:20][CH2:19][CH2:18]1.C(Cl)CCl.C1C=CC2N(O)N=NC=2C=1. The catalyst class is: 2.